This data is from Catalyst prediction with 721,799 reactions and 888 catalyst types from USPTO. The task is: Predict which catalyst facilitates the given reaction. Product: [O:35]=[C:34]1[O:1][N:2]=[C:3]([C:5]2[CH:6]=[C:7]([N:11]3[C:17](=[O:18])[CH2:16][C:15](=[O:19])[NH:14][C:13]4[C:20]5[C:25]([CH:26]=[CH:27][C:12]3=4)=[CH:24][CH:23]=[CH:22][CH:21]=5)[CH:8]=[CH:9][CH:10]=2)[NH:4]1. Reactant: [OH:1][NH:2][C:3]([C:5]1[CH:6]=[C:7]([N:11]2[C:17](=[O:18])[CH2:16][C:15](=[O:19])[NH:14][C:13]3[C:20]4[C:25]([CH:26]=[CH:27][C:12]2=3)=[CH:24][CH:23]=[CH:22][CH:21]=4)[CH:8]=[CH:9][CH:10]=1)=[NH:4].N1C=CC=CC=1.[C:34](Cl)(=O)[O:35]C1C=CC=CC=1.C1CCN2C(=NCCC2)CC1. The catalyst class is: 46.